Dataset: Full USPTO retrosynthesis dataset with 1.9M reactions from patents (1976-2016). Task: Predict the reactants needed to synthesize the given product. (1) Given the product [CH3:23][O:24][C:25](=[O:49])[CH2:26][CH2:27][CH2:28][CH2:29][CH2:30][CH2:31][C:32]1[S:10][C:35]([C:37]2[CH:42]=[C:41]([Cl:43])[CH:40]=[CH:39][C:38]=2[O:44][CH:45]([CH3:47])[CH3:46])=[CH:34][N:33]=1, predict the reactants needed to synthesize it. The reactants are: COC1C=CC(P2(SP(C3C=CC(OC)=CC=3)(=S)S2)=[S:10])=CC=1.[CH3:23][O:24][C:25](=[O:49])[CH2:26][CH2:27][CH2:28][CH2:29][CH2:30][CH2:31][C:32](=O)[NH:33][CH2:34][C:35]([C:37]1[CH:42]=[C:41]([Cl:43])[CH:40]=[CH:39][C:38]=1[O:44][CH:45]([CH3:47])[CH3:46])=O. (2) Given the product [C:22]([C:2]1[CH:3]=[N:4][CH:5]=[CH:6][C:7]=1[C:8]1[O:9][C:10]2[CH:16]=[CH:15][C:14]([C:17]([F:20])([F:19])[F:18])=[CH:13][C:11]=2[N:12]=1)#[N:23], predict the reactants needed to synthesize it. The reactants are: I[C:2]1[CH:3]=[N:4][CH:5]=[CH:6][C:7]=1[C:8]1[O:9][C:10]2[CH:16]=[CH:15][C:14]([C:17]([F:20])([F:19])[F:18])=[CH:13][C:11]=2[N:12]=1.[Cu][C:22]#[N:23].CN1CCCC1=O.O. (3) Given the product [OH:2][CH2:3][C@H:4]([CH3:32])[O:5][C:6]1[CH:7]=[C:8]([CH:18]=[C:19]([O:21][C:22]2[CH:27]=[CH:26][C:25]([S:28]([CH3:31])(=[O:29])=[O:30])=[CH:24][CH:23]=2)[CH:20]=1)[C:9]([NH:11][C:12]1[CH:16]=[CH:15][N:14]([CH3:17])[N:13]=1)=[O:10], predict the reactants needed to synthesize it. The reactants are: Cl.[OH:2][CH2:3][C@H:4]([CH3:32])[O:5][C:6]1[CH:7]=[C:8]([CH:18]=[C:19]([O:21][C:22]2[CH:27]=[CH:26][C:25]([S:28]([CH3:31])(=[O:30])=[O:29])=[CH:24][CH:23]=2)[CH:20]=1)[C:9]([NH:11][C:12]1[CH:16]=[CH:15][N:14]([CH3:17])[N:13]=1)=[O:10].C(=O)([O-])O.[Na+]. (4) The reactants are: N[C@]12CC[C@@H](C(C)=C)[C@@H]1[C@@H]1[C@@](C)(CC2)[C@@]2(C)[C@@H]([C@]3(C)[C@@H](CC2)C(C)(C)C(C2C=CC(C(OC)=O)=CC=2)=CC3)CC1.[F:41][C:42]1([F:90])[CH2:47][CH2:46][N:45]([CH2:48][C:49]([NH:51][C@:52]23[CH2:86][CH2:85][C@@H:84]([C:87]([CH3:89])=[CH2:88])[C@@H:53]2[C@@H:54]2[C@@:67]([CH3:70])([CH2:68][CH2:69]3)[C@@:66]3([CH3:71])[C@@H:57]([C@:58]4([CH3:83])[C@@H:63]([CH2:64][CH2:65]3)[C:62]([CH3:73])([CH3:72])[C:61]([C:74]3[CH:82]=[CH:81][C:77]([C:78]([OH:80])=[O:79])=[CH:76][CH:75]=3)=[CH:60][CH2:59]4)[CH2:56][CH2:55]2)=[O:50])C[CH2:43]1. Given the product [F:41][C:42]1([F:90])[CH2:47][CH2:46][N:45]([CH2:48][C:49]([NH:51][C@:52]23[CH2:86][CH2:85][C@@H:84]([C:87]([CH3:89])=[CH2:88])[C@@H:53]2[C@@H:54]2[C@@:67]([CH3:70])([CH2:68][CH2:69]3)[C@@:66]3([CH3:71])[C@@H:57]([C@:58]4([CH3:83])[C@@H:63]([CH2:64][CH2:65]3)[C:62]([CH3:73])([CH3:72])[C:61]([C:74]3[CH:82]=[CH:81][C:77]([C:78]([OH:80])=[O:79])=[CH:76][CH:75]=3)=[CH:60][CH2:59]4)[CH2:56][CH2:55]2)=[O:50])[CH2:43]1, predict the reactants needed to synthesize it. (5) Given the product [Cl:15][CH2:14][CH:16]([OH:18])[CH2:17][NH:1][C:2]1[C:3]([F:13])=[CH:4][C:5]2[S:10][CH2:9][C:8](=[O:11])[NH:7][C:6]=2[CH:12]=1, predict the reactants needed to synthesize it. The reactants are: [NH2:1][C:2]1[C:3]([F:13])=[CH:4][C:5]2[S:10][CH2:9][C:8](=[O:11])[NH:7][C:6]=2[CH:12]=1.[CH2:14]([C@H:16]1[O:18][CH2:17]1)[Cl:15]. (6) Given the product [C:18]([O:12][CH2:11][CH:8]([C:5]1[CH:6]=[CH:7][C:2]([Cl:1])=[CH:3][C:4]=1[CH3:13])[C:9]#[N:10])(=[O:21])[CH3:17], predict the reactants needed to synthesize it. The reactants are: [Cl:1][C:2]1[CH:7]=[CH:6][C:5]([CH:8]([CH2:11][OH:12])[C:9]#[N:10])=[C:4]([CH3:13])[CH:3]=1.ClC1C=C[C:18]([O:21]C(F)F)=[CH:17]C=1C(CO)C#N. (7) Given the product [C:1]([NH:11][CH2:12][CH2:13][C:14]([Cl:20])=[O:16])([O:3][CH2:4][C:5]1[CH:10]=[CH:9][CH:8]=[CH:7][CH:6]=1)=[O:2], predict the reactants needed to synthesize it. The reactants are: [C:1]([NH:11][CH2:12][CH2:13][C:14]([OH:16])=O)([O:3][CH2:4][C:5]1[CH:10]=[CH:9][CH:8]=[CH:7][CH:6]=1)=[O:2].C(Cl)(=O)C([Cl:20])=O. (8) The reactants are: [C:1]1([C:7]([C:14]2[CH:19]=[CH:18][CH:17]=[CH:16][CH:15]=2)=[C:8]2[CH2:13][CH2:12][NH:11][CH2:10][CH2:9]2)[CH:6]=[CH:5][CH:4]=[CH:3][CH:2]=1.[C:20]([O:24][CH2:25][CH:26]([CH3:28])[CH3:27])(=[O:23])[CH:21]=[CH2:22]. Given the product [C:1]1([C:7]([C:14]2[CH:19]=[CH:18][CH:17]=[CH:16][CH:15]=2)=[C:8]2[CH2:9][CH2:10][N:11]([CH2:22][CH2:21][C:20]([O:24][CH2:25][CH:26]([CH3:28])[CH3:27])=[O:23])[CH2:12][CH2:13]2)[CH:2]=[CH:3][CH:4]=[CH:5][CH:6]=1, predict the reactants needed to synthesize it. (9) Given the product [CH3:23][C:20]1([CH2:19][C:18]2[N:26]=[N:27][C:2]3[CH:1]4[CH2:8][CH2:7][CH:4]([C:3]=3[CH:17]=2)[CH2:5][CH2:6]4)[CH2:22][CH2:21]1, predict the reactants needed to synthesize it. The reactants are: [CH:1]12[CH2:8][CH2:7][CH:4]([CH2:5][CH2:6]1)[C:3](=O)[C:2]2=O.COP([CH2:17][C:18](=O)[CH2:19][C:20]1([CH3:23])[CH2:22][CH2:21]1)(=O)OC.O.[NH2:26][NH2:27].